This data is from Full USPTO retrosynthesis dataset with 1.9M reactions from patents (1976-2016). The task is: Predict the reactants needed to synthesize the given product. (1) Given the product [N+:1]([C:21]1[CH:22]=[CH:23][CH:24]=[C:25]2[C:20]=1[NH:19][C:18](=[O:17])[CH:27]([NH:28][C:29](=[O:31])[CH3:30])[CH2:26]2)([O-:4])=[O:2], predict the reactants needed to synthesize it. The reactants are: [N+:1]([O-:4])(O)=[O:2].C(OC(=O)C)(=O)C.S(=O)(=O)(O)O.[O:17]=[C:18]1[CH:27]([NH:28][C:29](=[O:31])[CH3:30])[CH2:26][C:25]2[C:20](=[CH:21][CH:22]=[CH:23][CH:24]=2)[NH:19]1.C(OC(C)C)(C)C. (2) Given the product [N+:1]([C:4]1[CH:24]=[CH:23][C:7]([CH2:8][O:9][C:10]([N:12]2[CH2:17][CH2:16][N:15]3[N:18]=[C:19]([CH:21]=[O:22])[CH:20]=[C:14]3[CH2:13]2)=[O:11])=[CH:6][CH:5]=1)([O-:3])=[O:2], predict the reactants needed to synthesize it. The reactants are: [N+:1]([C:4]1[CH:24]=[CH:23][C:7]([CH2:8][O:9][C:10]([N:12]2[CH2:17][CH2:16][N:15]3[N:18]=[C:19]([CH2:21][OH:22])[CH:20]=[C:14]3[CH2:13]2)=[O:11])=[CH:6][CH:5]=1)([O-:3])=[O:2]. (3) Given the product [C:29]([C:31]1[CH:36]=[CH:35][CH:34]=[CH:33][C:32]=1[S:37]([N:1]1[CH2:7][CH2:6][CH2:5][CH:4]([NH:8][C:9]([C@@H:11]([NH:16][C:17]([C:19]2[N:20]([CH3:28])[C:21]3[C:26]([CH:27]=2)=[CH:25][CH:24]=[CH:23][CH:22]=3)=[O:18])[CH2:12][CH:13]([CH3:15])[CH3:14])=[O:10])[CH2:3][CH2:2]1)(=[O:39])=[O:38])#[N:30], predict the reactants needed to synthesize it. The reactants are: [NH:1]1[CH2:7][CH2:6][CH2:5][CH:4]([NH:8][C:9]([C@@H:11]([NH:16][C:17]([C:19]2[N:20]([CH3:28])[C:21]3[C:26]([CH:27]=2)=[CH:25][CH:24]=[CH:23][CH:22]=3)=[O:18])[CH2:12][CH:13]([CH3:15])[CH3:14])=[O:10])[CH2:3][CH2:2]1.[C:29]([C:31]1[CH:36]=[CH:35][CH:34]=[CH:33][C:32]=1[S:37](Cl)(=[O:39])=[O:38])#[N:30].C(N(CC)CC)C. (4) Given the product [CH3:1][CH:2]([CH3:7])[CH2:3][C:4]([N:28]1[CH2:27][CH2:26][C:25]2[C:30](=[CH:31][C:22]([C:20]3[CH:21]=[C:16]([N:13]4[CH2:12][CH2:11][N:10]([CH3:9])[CH2:15][CH2:14]4)[N:17]=[C:18]([NH2:32])[N:19]=3)=[CH:23][CH:24]=2)[CH2:29]1)=[O:5], predict the reactants needed to synthesize it. The reactants are: [CH3:1][CH:2]([CH3:7])[CH2:3][C:4](Cl)=[O:5].Cl.[CH3:9][N:10]1[CH2:15][CH2:14][N:13]([C:16]2[CH:21]=[C:20]([C:22]3[CH:31]=[C:30]4[C:25]([CH2:26][CH2:27][NH:28][CH2:29]4)=[CH:24][CH:23]=3)[N:19]=[C:18]([NH2:32])[N:17]=2)[CH2:12][CH2:11]1. (5) Given the product [O:1]1[C:5]([C:6]2[C:14]3[C:9](=[CH:10][CH:11]=[C:12]([C:15]#[N:16])[CH:13]=3)[NH:8][N:7]=2)=[CH:4][C:3]2[CH:23]=[CH:24][CH:25]=[CH:26][C:2]1=2, predict the reactants needed to synthesize it. The reactants are: [O:1]1[C:5]([C:6]2[C:14]3[C:9](=[CH:10][CH:11]=[C:12]([C:15]#[N:16])[CH:13]=3)[N:8](C3CCCCO3)[N:7]=2)=[CH:4][C:3]2[CH:23]=[CH:24][CH:25]=[CH:26][C:2]1=2.Cl. (6) Given the product [F:32][C:33]1[CH:47]=[CH:46][C:36]([O:37][C:38]2[CH:39]=[C:40]([CH2:41][NH:42][C:4](=[O:6])[C:3]3[CH:7]=[CH:8][CH:9]=[N:10][C:2]=3[NH2:1])[CH:43]=[CH:44][CH:45]=2)=[CH:35][CH:34]=1, predict the reactants needed to synthesize it. The reactants are: [NH2:1][C:2]1[N:10]=[CH:9][CH:8]=[CH:7][C:3]=1[C:4]([OH:6])=O.ON1C2C=CC=CC=2N=N1.CCN=C=NCCCN(C)C.[F:32][C:33]1[CH:47]=[CH:46][C:36]([O:37][C:38]2[CH:39]=[C:40]([CH:43]=[CH:44][CH:45]=2)[CH2:41][NH2:42])=[CH:35][CH:34]=1.C(=O)(O)[O-].[Na+]. (7) The reactants are: Cl.[F:2][C:3]1[CH:4]=[C:5]([S:9][C:10]2[CH:11]=[C:12]3[C:17](=[CH:18][CH:19]=2)[C@H:16]([CH2:20][NH2:21])[CH2:15][CH2:14][CH2:13]3)[CH:6]=[CH:7][CH:8]=1.[NH2:22][C:23](N)=[O:24].Cl.O. Given the product [F:2][C:3]1[CH:4]=[C:5]([S:9][C:10]2[CH:11]=[C:12]3[C:17](=[CH:18][CH:19]=2)[C@H:16]([CH2:20][NH:21][C:23]([NH2:22])=[O:24])[CH2:15][CH2:14][CH2:13]3)[CH:6]=[CH:7][CH:8]=1, predict the reactants needed to synthesize it. (8) Given the product [NH2:18][C:19]1[C:24]([C:25]#[N:26])=[C:23]([NH:13][C@H:11]([C:9]2[N:8]([CH:14]3[CH2:15][CH2:16]3)[C:7]3[C:2]([Br:1])=[C:3]([F:17])[CH:4]=[CH:5][C:6]=3[N:10]=2)[CH3:12])[N:22]=[CH:21][N:20]=1, predict the reactants needed to synthesize it. The reactants are: [Br:1][C:2]1[C:7]2[N:8]([CH:14]3[CH2:16][CH2:15]3)[C:9]([C@@H:11]([NH2:13])[CH3:12])=[N:10][C:6]=2[CH:5]=[CH:4][C:3]=1[F:17].[NH2:18][C:19]1[C:24]([C:25]#[N:26])=[C:23](Cl)[N:22]=[CH:21][N:20]=1.CCN(C(C)C)C(C)C. (9) Given the product [Cl:28][C:29]1[CH:30]=[C:31]([C@@H:39]([CH2:43][CH:44]2[CH2:48][CH2:47][CH2:46][CH2:45]2)[C:40]([NH:60][C:57]2[CH:56]=[N:55][C:54]([C:51]3[CH:52]=[CH:53][O:49][CH:50]=3)=[CH:59][N:58]=2)=[O:42])[CH:32]=[CH:33][C:34]=1[S:35]([CH3:38])(=[O:36])=[O:37], predict the reactants needed to synthesize it. The reactants are: C1(P(C2C=CC=CC=2)C2C=CC=CC=2)C=CC=CC=1.BrN1C(=O)CCC1=O.[Cl:28][C:29]1[CH:30]=[C:31]([C@@H:39]([CH2:43][CH:44]2[CH2:48][CH2:47][CH2:46][CH2:45]2)[C:40]([OH:42])=O)[CH:32]=[CH:33][C:34]=1[S:35]([CH3:38])(=[O:37])=[O:36].[O:49]1[CH:53]=[CH:52][C:51]([C:54]2[N:55]=[CH:56][C:57]([NH2:60])=[N:58][CH:59]=2)=[CH:50]1.N1C=CC=CC=1.